This data is from Reaction yield outcomes from USPTO patents with 853,638 reactions. The task is: Predict the reaction yield, written as a fraction of the theoretical maximum amount of product (1.0 means a 100% yield; for example, 0.34 means a 34% yield). (1) The reactants are Cl.[CH2:2]([O:4][C:5](=[O:16])[C:6]([CH3:15])([S:8][CH:9]1[CH2:14][CH2:13][NH:12][CH2:11][CH2:10]1)[CH3:7])[CH3:3].C(N(CC)C(C)C)(C)C.[CH3:26][S:27](Cl)(=[O:29])=[O:28]. The catalyst is C1COCC1. The product is [CH2:2]([O:4][C:5](=[O:16])[C:6]([S:8][CH:9]1[CH2:10][CH2:11][N:12]([S:27]([CH3:26])(=[O:29])=[O:28])[CH2:13][CH2:14]1)([CH3:15])[CH3:7])[CH3:3]. The yield is 0.420. (2) The reactants are [CH3:1][O:2][C:3]1[N:4]=[CH:5][CH:6]=[C:7]2[C:11]([C:12]3[CH:17]=[CH:16][CH:15]=[CH:14][CH:13]=3)=[C:10]([C:18]3[CH:23]=[CH:22][C:21]([C:24]4([NH:28]C(=O)OC(C)(C)C)[CH2:27][CH2:26][CH2:25]4)=[CH:20][CH:19]=3)[O:9][C:8]=12.C(O)(C(F)(F)F)=O. The catalyst is C(Cl)Cl. The product is [CH3:1][O:2][C:3]1[N:4]=[CH:5][CH:6]=[C:7]2[C:11]([C:12]3[CH:13]=[CH:14][CH:15]=[CH:16][CH:17]=3)=[C:10]([C:18]3[CH:19]=[CH:20][C:21]([C:24]4([NH2:28])[CH2:27][CH2:26][CH2:25]4)=[CH:22][CH:23]=3)[O:9][C:8]=12. The yield is 0.680. (3) The reactants are CC(C)(C)C([O:5][C:6]1[CH:11]=[CH:10][C:9]([C:12]([C:30]2[CH:35]=[CH:34][C:33]([O:36]C(=O)C(C)(C)C)=[CH:32][CH:31]=2)=[C:13]([C:16]2[CH:21]=[CH:20][CH:19]=[C:18]([O:22][CH2:23][CH2:24][N:25]3[CH2:29][CH2:28][CH2:27][CH2:26]3)[CH:17]=2)[CH2:14][CH3:15])=[CH:8][CH:7]=1)=O.[OH-].[Na+].C(O)(=O)CC(CC(O)=O)(C(O)=O)O. The catalyst is C1COCC1.CO. The product is [N:25]1([CH2:24][CH2:23][O:22][C:18]2[CH:17]=[C:16]([C:13]([CH2:14][CH3:15])=[C:12]([C:30]3[CH:31]=[CH:32][C:33]([OH:36])=[CH:34][CH:35]=3)[C:9]3[CH:10]=[CH:11][C:6]([OH:5])=[CH:7][CH:8]=3)[CH:21]=[CH:20][CH:19]=2)[CH2:29][CH2:28][CH2:27][CH2:26]1. The yield is 0.980. (4) The reactants are [C:1]([C:5]1[CH:6]=[C:7]([NH2:12])[C:8]([NH2:11])=[CH:9][CH:10]=1)([CH3:4])([CH3:3])[CH3:2].[C:13]1(=O)[O:18][CH2:17][CH2:16][CH2:15][CH2:14]1.C([O-])([O-])=O.[Na+].[Na+].CCOC(C)=O. The catalyst is Cl. The product is [C:1]([C:5]1[CH:10]=[CH:9][C:8]2[NH:11][C:13]([CH2:14][CH2:15][CH2:16][CH2:17][OH:18])=[N:12][C:7]=2[CH:6]=1)([CH3:4])([CH3:2])[CH3:3]. The yield is 0.790. (5) The reactants are [N+:1]([C:4]1[CH:9]=[CH:8][CH:7]=[CH:6][C:5]=1[C:10]1[NH:11][CH:12]=[C:13]([C:15]([F:18])([F:17])[F:16])[N:14]=1)([O-])=O. The catalyst is CO.[Pd]. The product is [F:18][C:15]([F:16])([F:17])[C:13]1[N:14]=[C:10]([C:5]2[CH:6]=[CH:7][CH:8]=[CH:9][C:4]=2[NH2:1])[NH:11][CH:12]=1. The yield is 0.940. (6) The reactants are [NH2:1][C:2]1[CH:3]=[C:4]([C:9]2[O:10][C:11]3[C:16]([C:17](=[O:19])[CH:18]=2)=[CH:15][CH:14]=[C:13]([O:20]C)[C:12]=3[O:22]C)[CH:5]=[CH:6][C:7]=1[NH2:8].C([O-])(O)=O.[Na+]. The catalyst is Br.O. The product is [NH2:1][C:2]1[CH:3]=[C:4]([C:9]2[O:10][C:11]3[C:16]([C:17](=[O:19])[CH:18]=2)=[CH:15][CH:14]=[C:13]([OH:20])[C:12]=3[OH:22])[CH:5]=[CH:6][C:7]=1[NH2:8]. The yield is 0.400. (7) The reactants are ClC(Cl)(Cl)CO[C:5](=[O:24])[NH:6][C:7]1[N:8]([C:16]2[CH:21]=[CH:20][C:19]([CH2:22][OH:23])=[CH:18][CH:17]=2)[N:9]=[C:10]([C:12]([CH3:15])([CH3:14])[CH3:13])[CH:11]=1.[CH2:27]([O:30][CH:31]1[CH2:36][CH2:35][N:34]([C:37]2[N:41]3[CH:42]=[C:43]([O:46][C@H:47]4[C:56]5[C:51](=[CH:52][CH:53]=[CH:54][CH:55]=5)[C@@H:50]([NH2:57])[CH2:49][CH2:48]4)[CH:44]=[CH:45][C:40]3=[N:39][N:38]=2)[CH2:33][CH2:32]1)[CH:28]=[CH2:29].CCN(C(C)C)C(C)C. The catalyst is O1CCOCC1. The product is [CH2:27]([O:30][CH:31]1[CH2:36][CH2:35][N:34]([C:37]2[N:41]3[CH:42]=[C:43]([O:46][C@H:47]4[C:56]5[C:51](=[CH:52][CH:53]=[CH:54][CH:55]=5)[C@@H:50]([NH:57][C:5]([NH:6][C:7]5[N:8]([C:16]6[CH:21]=[CH:20][C:19]([CH2:22][OH:23])=[CH:18][CH:17]=6)[N:9]=[C:10]([C:12]([CH3:14])([CH3:15])[CH3:13])[CH:11]=5)=[O:24])[CH2:49][CH2:48]4)[CH:44]=[CH:45][C:40]3=[N:39][N:38]=2)[CH2:33][CH2:32]1)[CH:28]=[CH2:29]. The yield is 0.650.